This data is from Full USPTO retrosynthesis dataset with 1.9M reactions from patents (1976-2016). The task is: Predict the reactants needed to synthesize the given product. Given the product [CH2:1]([NH:6][C:7]([N:40]1[CH2:41][CH:38]([C:25]2[CH:26]=[CH:27][C:28]([O:30][CH2:31][C:32]3[CH:37]=[CH:36][CH:35]=[CH:34][CH:33]=3)=[CH:29][C:24]=2[O:23][CH2:16][C:17]2[CH:22]=[CH:21][CH:20]=[CH:19][CH:18]=2)[CH2:39]1)=[O:8])[CH2:2][CH2:3][CH2:4][CH3:5], predict the reactants needed to synthesize it. The reactants are: [CH2:1]([N:6]=[C:7]=[O:8])[CH2:2][CH2:3][CH2:4][CH3:5].FC(F)(F)C(O)=O.[CH2:16]([O:23][C:24]1[CH:29]=[C:28]([O:30][CH2:31][C:32]2[CH:37]=[CH:36][CH:35]=[CH:34][CH:33]=2)[CH:27]=[CH:26][C:25]=1[CH:38]1[CH2:41][NH:40][CH2:39]1)[C:17]1[CH:22]=[CH:21][CH:20]=[CH:19][CH:18]=1.